From a dataset of Full USPTO retrosynthesis dataset with 1.9M reactions from patents (1976-2016). Predict the reactants needed to synthesize the given product. (1) Given the product [CH2:1]([C:4]1[C:9]([Br:10])=[CH:8][N:7]=[CH:6][C:5]=1[C:11]([C:13]1[CH:20]=[CH:19][C:16]([C:17]#[N:18])=[C:15]([F:21])[CH:14]=1)([OH:12])[CH3:22])[CH:2]=[CH2:3], predict the reactants needed to synthesize it. The reactants are: [CH2:1]([C:4]1[C:9]([Br:10])=[CH:8][N:7]=[CH:6][C:5]=1[C:11]([C:13]1[CH:20]=[CH:19][C:16]([C:17]#[N:18])=[C:15]([F:21])[CH:14]=1)=[O:12])[CH:2]=[CH2:3].[CH3:22][Mg]Br. (2) Given the product [F:27][C:24]1[CH:25]=[CH:26][C:21]([C:6]2[O:7][C:8]3[CH:13]=[C:12]([N:14]([CH3:15])[S:16]([CH3:19])(=[O:18])=[O:17])[C:11]([B:28]4[O:32][C:31]([CH3:34])([CH3:33])[C:30]([CH3:36])([CH3:35])[O:29]4)=[CH:10][C:9]=3[C:5]=2[C:3]([NH:2][CH3:1])=[O:4])=[CH:22][CH:23]=1, predict the reactants needed to synthesize it. The reactants are: [CH3:1][NH:2][C:3]([C:5]1[C:9]2[CH:10]=[C:11](Br)[C:12]([N:14]([S:16]([CH3:19])(=[O:18])=[O:17])[CH3:15])=[CH:13][C:8]=2[O:7][C:6]=1[C:21]1[CH:26]=[CH:25][C:24]([F:27])=[CH:23][CH:22]=1)=[O:4].[B:28]1([B:28]2[O:32][C:31]([CH3:34])([CH3:33])[C:30]([CH3:36])([CH3:35])[O:29]2)[O:32][C:31]([CH3:34])([CH3:33])[C:30]([CH3:36])([CH3:35])[O:29]1.CC([O-])=O.[K+]. (3) Given the product [CH2:1]([O:3][C:4]([C:6]1([C:9]2[CH:10]=[CH:11][C:12]([C:15]3[CH:20]=[CH:19][C:18]([C:21]4[O:25][N:24]=[C:23]([CH3:26])[C:22]=4[NH:27][C:29]4[CH:34]=[CH:33][N:32]=[C:31]([C:35]5[CH:40]=[CH:39][CH:38]=[CH:37][CH:36]=5)[CH:30]=4)=[CH:17][CH:16]=3)=[CH:13][CH:14]=2)[CH2:8][CH2:7]1)=[O:5])[CH3:2], predict the reactants needed to synthesize it. The reactants are: [CH2:1]([O:3][C:4]([C:6]1([C:9]2[CH:14]=[CH:13][C:12]([C:15]3[CH:20]=[CH:19][C:18]([C:21]4[O:25][N:24]=[C:23]([CH3:26])[C:22]=4[NH2:27])=[CH:17][CH:16]=3)=[CH:11][CH:10]=2)[CH2:8][CH2:7]1)=[O:5])[CH3:2].Br[C:29]1[CH:34]=[CH:33][N:32]=[C:31]([C:35]2[CH:40]=[CH:39][CH:38]=[CH:37][CH:36]=2)[CH:30]=1. (4) Given the product [OH:1][C:2]1[CH:7]=[CH:6][CH:5]=[CH:4][C:3]=1[CH2:8][C:9]([NH:11][CH2:12][CH2:13][N:35]1[CH:34]([C:32]([NH2:31])=[O:33])[CH:38]=[C:37]([C:39]2[CH:40]=[CH:41][CH:42]=[CH:43][CH:44]=2)[O:36]1)=[O:10], predict the reactants needed to synthesize it. The reactants are: [OH:1][C:2]1[CH:7]=[CH:6][CH:5]=[CH:4][C:3]=1[CH2:8][C:9]([NH:11][CH2:12][CH2:13]NC(C1C=C(C2C=CC=CC=2)ON=1)=O)=[O:10].NCC[NH:31][C:32]([C:34]1[CH:38]=[C:37]([C:39]2[CH:44]=[CH:43][CH:42]=[CH:41][CH:40]=2)[O:36][N:35]=1)=[O:33]. (5) Given the product [CH3:27][CH:25]([CH3:26])[CH2:24][O:23][C:18]1[CH:19]=[CH:20][CH:21]=[CH:22][C:17]=1[C:15]1[NH:14][C:13](=[O:28])[N:12]=[C:11]([C:8]2[CH:9]=[C:10]3[C:5](=[CH:6][CH:7]=2)[NH:4][N:3]=[C:2]3[NH:1][C:38](=[O:41])[CH2:39][CH3:40])[CH:16]=1, predict the reactants needed to synthesize it. The reactants are: [NH2:1][C:2]1[C:10]2[C:5](=[CH:6][CH:7]=[C:8]([C:11]3[CH:16]=[C:15]([C:17]4[CH:22]=[CH:21][CH:20]=[CH:19][C:18]=4[O:23][CH2:24][CH:25]([CH3:27])[CH3:26])[NH:14][C:13](=[O:28])[N:12]=3)[CH:9]=2)[NH:4][N:3]=1.C(N(C(C)C)CC)(C)C.[C:38](O)(=[O:41])[CH2:39][CH3:40].CN(C(ON1N=NC2C=CC=NC1=2)=[N+](C)C)C.F[P-](F)(F)(F)(F)F. (6) Given the product [C:1]([NH:4][C:5]1[CH:13]=[CH:12][CH:11]=[C:10]2[C:6]=1[C:7](=[O:33])[N:8]([CH:15]([C:20]1[CH:25]=[CH:24][C:23]([O:26][CH:27]([F:28])[F:29])=[C:22]([O:30][CH2:31][CH3:32])[CH:21]=1)[CH2:16][C:17]([NH:47][OH:48])=[O:18])[C:9]2=[O:14])(=[O:3])[CH3:2], predict the reactants needed to synthesize it. The reactants are: [C:1]([NH:4][C:5]1[CH:13]=[CH:12][CH:11]=[C:10]2[C:6]=1[C:7](=[O:33])[N:8]([CH:15]([C:20]1[CH:25]=[CH:24][C:23]([O:26][CH:27]([F:29])[F:28])=[C:22]([O:30][CH2:31][CH3:32])[CH:21]=1)[CH2:16][C:17](O)=[O:18])[C:9]2=[O:14])(=[O:3])[CH3:2].C1N=CN(C(N2C=NC=C2)=O)C=1.Cl.[NH2:47][OH:48].